From a dataset of Forward reaction prediction with 1.9M reactions from USPTO patents (1976-2016). Predict the product of the given reaction. (1) Given the reactants [CH3:1][C:2]1[CH:11]=[C:10]([NH:12][C:13]2[CH:14]=[C:15]([C:19]3[C:20]([CH:25]=O)=[CH:21][CH:22]=[CH:23][CH:24]=3)[CH:16]=[CH:17][CH:18]=2)[C:9]2[C:4](=[CH:5][CH:6]=[CH:7][CH:8]=2)[N:3]=1.[CH2:27]1[C:36]2[C:31](=[CH:32][CH:33]=[CH:34][CH:35]=2)[CH2:30][CH2:29][NH:28]1.[BH-](OC(C)=O)(OC(C)=O)OC(C)=O.[Na+].CC(O)=O, predict the reaction product. The product is: [CH2:27]1[C:36]2[C:31](=[CH:32][CH:33]=[CH:34][CH:35]=2)[CH2:30][CH2:29][N:28]1[CH2:25][C:20]1[CH:21]=[CH:22][CH:23]=[CH:24][C:19]=1[C:15]1[CH:16]=[CH:17][CH:18]=[C:13]([NH:12][C:10]2[C:9]3[C:4](=[CH:5][CH:6]=[CH:7][CH:8]=3)[N:3]=[C:2]([CH3:1])[CH:11]=2)[CH:14]=1. (2) Given the reactants [Cl:1][C:2]1[N:7]=[C:6]([Cl:8])[N:5]=[C:4]([C:9]2[CH:14]=[C:13]([Cl:15])[CH:12]=[CH:11][C:10]=2C)[N:3]=1.ClC1C=CC(OCC)=[C:22](C=1)[C:23](O)=[O:24], predict the reaction product. The product is: [Cl:8][C:6]1[N:7]=[C:2]([Cl:1])[N:3]=[C:4]([C:9]2[CH:14]=[C:13]([Cl:15])[CH:12]=[CH:11][C:10]=2[O:24][CH2:23][CH3:22])[N:5]=1.